This data is from Peptide-MHC class II binding affinity with 134,281 pairs from IEDB. The task is: Regression. Given a peptide amino acid sequence and an MHC pseudo amino acid sequence, predict their binding affinity value. This is MHC class II binding data. (1) The peptide sequence is YDLFLANVSTVLTGK. The MHC is DRB1_1602 with pseudo-sequence DRB1_1602. The binding affinity (normalized) is 0.728. (2) The MHC is DRB1_0404 with pseudo-sequence DRB1_0404. The binding affinity (normalized) is 0.244. The peptide sequence is PELKPGESRHTSDHM. (3) The peptide sequence is INEPTAAAIAYGLAR. The MHC is HLA-DQA10501-DQB10301 with pseudo-sequence HLA-DQA10501-DQB10301. The binding affinity (normalized) is 0.759. (4) The peptide sequence is QAMASTEGNVTGMFA. The MHC is DRB1_1101 with pseudo-sequence DRB1_1101. The binding affinity (normalized) is 0.0255. (5) The peptide sequence is LQYGWKTWGKNLVFS. The MHC is DRB3_0101 with pseudo-sequence DRB3_0101. The binding affinity (normalized) is 0.362. (6) The peptide sequence is LKLREVYTQLCDHRL. The MHC is DRB1_1501 with pseudo-sequence DRB1_1501. The binding affinity (normalized) is 0.437. (7) The peptide sequence is FGYRKPLDNIKDNVGKMEDYIKK. The MHC is DRB1_0701 with pseudo-sequence DRB1_0701. The binding affinity (normalized) is 0. (8) The peptide sequence is SVLLVVVLFAVFLGS. The MHC is DRB3_0202 with pseudo-sequence DRB3_0202. The binding affinity (normalized) is 0.137.